This data is from Reaction yield outcomes from USPTO patents with 853,638 reactions. The task is: Predict the reaction yield, written as a fraction of the theoretical maximum amount of product (1.0 means a 100% yield; for example, 0.34 means a 34% yield). The reactants are [C:1]([N:11]1[CH2:15][CH2:14][CH:13]([C:16]([OH:18])=[O:17])[CH2:12]1)([O:3][CH2:4][C:5]1[CH:10]=[CH:9][CH:8]=[CH:7][CH:6]=1)=[O:2].IC.[C:21](=O)([O-])O.[K+]. The catalyst is CN(C=O)C. The product is [CH3:21][O:17][C:16]([CH:13]1[CH2:14][CH2:15][N:11]([C:1]([O:3][CH2:4][C:5]2[CH:10]=[CH:9][CH:8]=[CH:7][CH:6]=2)=[O:2])[CH2:12]1)=[O:18]. The yield is 0.990.